This data is from Catalyst prediction with 721,799 reactions and 888 catalyst types from USPTO. The task is: Predict which catalyst facilitates the given reaction. (1) Reactant: [NH2:1][C:2]1[S:3][C:4]([CH2:12][C:13]2[CH:18]=[CH:17][CH:16]=[CH:15][CH:14]=2)=[C:5]([C:7]([O:9][CH2:10][CH3:11])=[O:8])[N:6]=1.[C:19](Cl)(=[O:21])[CH3:20].O. Product: [C:19]([NH:1][C:2]1[S:3][C:4]([CH2:12][C:13]2[CH:18]=[CH:17][CH:16]=[CH:15][CH:14]=2)=[C:5]([C:7]([O:9][CH2:10][CH3:11])=[O:8])[N:6]=1)(=[O:21])[CH3:20]. The catalyst class is: 17. (2) Reactant: [Cl:1][CH2:2][C@H:3]1[C:11]2[C:10]3[CH:12]=[CH:13][CH:14]=[CH:15][C:9]=3[C:8]([OH:16])=[CH:7][C:6]=2[N:5]([C:17]([O:19][C:20]([CH3:23])([CH3:22])[CH3:21])=[O:18])[CH2:4]1.Cl.[CH3:25][N:26]1[CH2:31][CH2:30][N:29]([C:32](Cl)=[O:33])[CH2:28][CH2:27]1.CCN(CC)CC. Product: [Cl:1][CH2:2][C@H:3]1[C:11]2[C:10]3[CH:12]=[CH:13][CH:14]=[CH:15][C:9]=3[C:8]([O:16][C:32]([N:29]3[CH2:30][CH2:31][N:26]([CH3:25])[CH2:27][CH2:28]3)=[O:33])=[CH:7][C:6]=2[N:5]([C:17]([O:19][C:20]([CH3:23])([CH3:22])[CH3:21])=[O:18])[CH2:4]1. The catalyst class is: 79. (3) Reactant: [O:1]1[C:10]2[C:5](=[CH:6][CH:7]=[C:8]([C:11]([O:13][CH3:14])=[O:12])[CH:9]=2)[CH:4]=[CH:3][CH2:2]1.[H][H]. Product: [O:1]1[C:10]2[C:5](=[CH:6][CH:7]=[C:8]([C:11]([O:13][CH3:14])=[O:12])[CH:9]=2)[CH2:4][CH2:3][CH2:2]1. The catalyst class is: 19. (4) Reactant: [C:1]1(=O)[CH2:5][CH2:4][C:3](=[O:6])[CH2:2]1.[F:8][CH:9]([F:17])[C:10]1[CH:11]=[C:12]([CH:14]=[CH:15][CH:16]=1)[NH2:13].FC(F)(F)S([O-])(=O)=O.[Yb+3].FC(F)(F)S([O-])(=O)=O.FC(F)(F)S([O-])(=O)=O.CO. Product: [F:8][CH:9]([F:17])[C:10]1[CH:11]=[C:12]([NH:13][C:1]2[CH2:5][CH2:4][C:3](=[O:6])[CH:2]=2)[CH:14]=[CH:15][CH:16]=1. The catalyst class is: 6. (5) Reactant: Br[C:2]1[CH:8]=[CH:7][C:5]([NH2:6])=[C:4]([N+:9]([O-:11])=[O:10])[CH:3]=1.CC1(C)C(C)(C)OB([C:20]2[CH2:25][CH2:24][N:23]([C:26]([O:28][C:29]([CH3:32])([CH3:31])[CH3:30])=[O:27])[CH2:22][CH:21]=2)O1.O.O.O.P([O-])([O-])([O-])=O.[K+].[K+].[K+]. Product: [NH2:6][C:5]1[CH:7]=[CH:8][C:2]([C:20]2[CH2:25][CH2:24][N:23]([C:26]([O:28][C:29]([CH3:32])([CH3:31])[CH3:30])=[O:27])[CH2:22][CH:21]=2)=[CH:3][C:4]=1[N+:9]([O-:11])=[O:10]. The catalyst class is: 117. (6) The catalyst class is: 117. Reactant: N1C(C2C=CC([C:12]3[C:21](C)=[CH:20][C:19]4[C:14](=[CH:15][CH:16]=[C:17]([O:23][CH3:24])[CH:18]=4)[N:13]=3)=CC=2)=NN=N1.[CH3:25][O:26][C:27]([C:29]1[CH:34]=[CH:33][C:32](B(O)O)=[CH:31][CH:30]=1)=[O:28].C(=O)([O-])[O-].[Na+].[Na+]. Product: [CH3:24][O:23][C:17]1[CH:18]=[C:19]2[C:14](=[CH:15][CH:16]=1)[N:13]=[C:12]([C:32]1[CH:33]=[CH:34][C:29]([C:27]([O:26][CH3:25])=[O:28])=[CH:30][CH:31]=1)[CH:21]=[CH:20]2. (7) Product: [Br:23][CH2:1][C:2]1[S:3][C:4]2[CH:10]=[C:9]([O:11][C:12]([F:13])([F:15])[F:14])[CH:8]=[CH:7][C:5]=2[N:6]=1. The catalyst class is: 340. Reactant: [CH3:1][C:2]1[S:3][C:4]2[CH:10]=[C:9]([O:11][C:12]([F:15])([F:14])[F:13])[CH:8]=[CH:7][C:5]=2[N:6]=1.C1C(=O)N([Br:23])C(=O)C1.